Dataset: Full USPTO retrosynthesis dataset with 1.9M reactions from patents (1976-2016). Task: Predict the reactants needed to synthesize the given product. (1) The reactants are: [CH2:1]([O:8][C:9]([N:11]1[CH2:15][CH2:14][CH2:13][C@H:12]1[C:16]([OH:18])=O)=[O:10])[C:2]1[CH:7]=[CH:6][CH:5]=[CH:4][CH:3]=1.Cl.[NH2:20][CH2:21][C:22]([C:24]1[CH:29]=[CH:28][C:27]([Br:30])=[CH:26][CH:25]=1)=[O:23].CCN(C(C)C)C(C)C.CN(C(ON1N=NC2C=CC=NC1=2)=[N+](C)C)C.F[P-](F)(F)(F)(F)F. Given the product [Br:30][C:27]1[CH:26]=[CH:25][C:24]([C:22](=[O:23])[CH2:21][NH:20][C:16]([C@@H:12]2[CH2:13][CH2:14][CH2:15][N:11]2[C:9]([O:8][CH2:1][C:2]2[CH:3]=[CH:4][CH:5]=[CH:6][CH:7]=2)=[O:10])=[O:18])=[CH:29][CH:28]=1, predict the reactants needed to synthesize it. (2) Given the product [Cl:1][C:2]1[CH:7]=[C:6]([Cl:8])[C:5]([O:9][CH3:10])=[CH:4][C:3]=1[NH:11][C:12]1[C:21]2[C:16](=[CH:17][C:18]([C:24]3[CH:28]=[C:27]([CH2:29][N:37]4[CH2:38][CH2:39][N:34]([CH3:33])[CH2:35][CH2:36]4)[O:26][CH:25]=3)=[C:19]([O:22][CH3:23])[CH:20]=2)[N:15]=[CH:14][C:13]=1[C:31]#[N:32], predict the reactants needed to synthesize it. The reactants are: [Cl:1][C:2]1[CH:7]=[C:6]([Cl:8])[C:5]([O:9][CH3:10])=[CH:4][C:3]=1[NH:11][C:12]1[C:21]2[C:16](=[CH:17][C:18]([C:24]3[CH:28]=[C:27]([CH:29]=O)[O:26][CH:25]=3)=[C:19]([O:22][CH3:23])[CH:20]=2)[N:15]=[CH:14][C:13]=1[C:31]#[N:32].[CH3:33][N:34]1[CH2:39][CH2:38][NH:37][CH2:36][CH2:35]1.C(O[BH-](OC(=O)C)OC(=O)C)(=O)C.[Na+]. (3) Given the product [F:1][C:2]1[CH:7]=[CH:6][C:5]([F:8])=[CH:4][C:3]=1[C@H:9]1[CH2:13][CH2:12][CH2:11][N:10]1[C:14]1[CH:19]=[CH:18][N:17]2[N:20]=[CH:21][C:22](/[CH:23]=[CH:24]/[C:25]([N:27]3[CH2:28][CH2:29][NH:30][CH2:31][CH2:32]3)=[O:26])=[C:16]2[N:15]=1, predict the reactants needed to synthesize it. The reactants are: [F:1][C:2]1[CH:7]=[CH:6][C:5]([F:8])=[CH:4][C:3]=1[C@H:9]1[CH2:13][CH2:12][CH2:11][N:10]1[C:14]1[CH:19]=[CH:18][N:17]2[N:20]=[CH:21][C:22](/[CH:23]=[CH:24]/[C:25]([N:27]3[CH2:32][CH2:31][N:30](C(OC(C)(C)C)=O)[CH2:29][CH2:28]3)=[O:26])=[C:16]2[N:15]=1.C(O)(C(F)(F)F)=O. (4) Given the product [Br:1][C:2]1[C:3]([F:27])=[CH:4][C:5]2[O:11][CH2:10][CH2:9][N:8]3[C:12]([CH:18]([OH:25])[C:19]4[S:23][CH:22]=[N:21][C:20]=4[CH3:24])=[C:13]([C:15]([NH2:29])=[O:16])[N:14]=[C:7]3[C:6]=2[CH:26]=1, predict the reactants needed to synthesize it. The reactants are: [Br:1][C:2]1[C:3]([F:27])=[CH:4][C:5]2[O:11][CH2:10][CH2:9][N:8]3[C:12]([CH:18]([OH:25])[C:19]4[S:23][CH:22]=[N:21][C:20]=4[CH3:24])=[C:13]([C:15](O)=[O:16])[N:14]=[C:7]3[C:6]=2[CH:26]=1.[Cl-].[NH4+:29]. (5) Given the product [Br:17][C:2]1[CH:11]=[N:10][C:9]2[C:4](=[CH:5][C:6]([OH:14])=[C:7]([OH:12])[CH:8]=2)[N:3]=1, predict the reactants needed to synthesize it. The reactants are: Cl[C:2]1[CH:11]=[N:10][C:9]2[C:4](=[CH:5][C:6]([O:14]C)=[C:7]([O:12]C)[CH:8]=2)[N:3]=1.B(Br)(Br)[Br:17].